This data is from Retrosynthesis with 50K atom-mapped reactions and 10 reaction types from USPTO. The task is: Predict the reactants needed to synthesize the given product. (1) Given the product CCCCN(CCO)c1cccc(O)c1, predict the reactants needed to synthesize it. The reactants are: CCCCNc1cccc(O)c1.OCCBr. (2) Given the product CC(C)(C)OC(=O)n1cc(C=O)c2ccc(N3CCOCC3)cc21, predict the reactants needed to synthesize it. The reactants are: CC(C)(C)OC(=O)OC(=O)OC(C)(C)C.O=Cc1c[nH]c2cc(N3CCOCC3)ccc12. (3) Given the product COC(=O)NC(C(=O)N1C2CCC(C2)C1c1ncc(-c2ccc(-c3ccc4cc(-c5cnc(C6CCCN6C(=O)OC(C)(C)C)[nH]5)ccc4c3)cc2)[nH]1)C(C)C, predict the reactants needed to synthesize it. The reactants are: CC(C)(C)OC(=O)N1CCCC1c1ncc(-c2ccc3cc(Br)ccc3c2)[nH]1.COC(=O)NC(C(=O)N1C2CCC(C2)C1c1ncc(-c2ccc(B3OC(C)(C)C(C)(C)O3)cc2)[nH]1)C(C)C.